From a dataset of Forward reaction prediction with 1.9M reactions from USPTO patents (1976-2016). Predict the product of the given reaction. (1) Given the reactants [I:1][C:2]1[CH:3]=[C:4]2[C:8](=[CH:9][CH:10]=1)[NH:7][C:6](=O)[C:5]2=[O:12].[OH-].[K+].O.BrC[C:18](=O)[C:19]([OH:21])=[O:20].BrC1C(OC)=NC=C2C=1NC=CC2=O.Cl, predict the reaction product. The product is: [OH:12][C:5]1[CH:6]=[N:7][C:8]2[C:4]([C:18]=1[C:19]([OH:21])=[O:20])=[CH:3][C:2]([I:1])=[CH:10][CH:9]=2. (2) Given the reactants F[C:2]1[C:7]([F:8])=[C:6]([CH3:9])[C:5]([F:10])=[C:4]([F:11])[N:3]=1.[C:12]([C:14]1[CH:15]=[C:16]([OH:20])[CH:17]=[CH:18][CH:19]=1)#[N:13].C(=O)([O-])[O-].[Cs+].[Cs+], predict the reaction product. The product is: [F:8][C:7]1[C:2]([O:20][C:16]2[CH:15]=[C:14]([CH:19]=[CH:18][CH:17]=2)[C:12]#[N:13])=[N:3][C:4]([F:11])=[C:5]([F:10])[C:6]=1[CH3:9].